From a dataset of Reaction yield outcomes from USPTO patents with 853,638 reactions. Predict the reaction yield, written as a fraction of the theoretical maximum amount of product (1.0 means a 100% yield; for example, 0.34 means a 34% yield). (1) The yield is 0.440. The product is [F:1][C:2]1[CH:7]=[CH:6][C:5]([C:14]2[C:22]3[C:17](=[N:18][CH:19]=[N:20][C:21]=3[NH2:23])[N:16]([CH:24]([CH3:26])[CH3:25])[N:15]=2)=[CH:4][C:3]=1[O:11][CH3:12]. The catalyst is CCO.COCCOC.C1C=CC([P]([Pd]([P](C2C=CC=CC=2)(C2C=CC=CC=2)C2C=CC=CC=2)([P](C2C=CC=CC=2)(C2C=CC=CC=2)C2C=CC=CC=2)[P](C2C=CC=CC=2)(C2C=CC=CC=2)C2C=CC=CC=2)(C2C=CC=CC=2)C2C=CC=CC=2)=CC=1. The reactants are [F:1][C:2]1[CH:7]=[CH:6][C:5](B(O)O)=[CH:4][C:3]=1[O:11][CH3:12].I[C:14]1[C:22]2[C:17](=[N:18][CH:19]=[N:20][C:21]=2[NH2:23])[N:16]([CH:24]([CH3:26])[CH3:25])[N:15]=1.C([O-])([O-])=O.[Na+].[Na+]. (2) No catalyst specified. The reactants are [CH3:1][N:2]1[CH2:9][CH:8]2[CH:4]([CH2:5][N:6]([C:10]3[S:14][N:13]=[C:12]([C:15]4[CH:20]=[CH:19][CH:18]=[CH:17][CH:16]=4)[N:11]=3)[CH2:7]2)[CH2:3]1.[C:21]([OH:28])(=[O:27])/[CH:22]=[CH:23]/[C:24]([OH:26])=[O:25]. The yield is 0.640. The product is [C:21]([OH:28])(=[O:27])/[CH:22]=[CH:23]/[C:24]([OH:26])=[O:25].[CH3:1][N:2]1[CH2:3][CH:4]2[CH:8]([CH2:7][N:6]([C:10]3[S:14][N:13]=[C:12]([C:15]4[CH:16]=[CH:17][CH:18]=[CH:19][CH:20]=4)[N:11]=3)[CH2:5]2)[CH2:9]1. (3) The reactants are C([O:4][CH2:5][CH2:6][CH2:7][CH2:8][CH2:9][CH2:10][CH2:11][CH2:12][CH2:13][CH2:14][CH2:15][CH2:16][C:17]1[CH:22]=[CH:21][C:20]([I:23])=[CH:19][CH:18]=1)(=O)C.CO.[OH-].[Na+]. The catalyst is C1COCC1.O. The product is [I:23][C:20]1[CH:19]=[CH:18][C:17]([CH2:16][CH2:15][CH2:14][CH2:13][CH2:12][CH2:11][CH2:10][CH2:9][CH2:8][CH2:7][CH2:6][CH2:5][OH:4])=[CH:22][CH:21]=1. The yield is 0.870. (4) The reactants are [OH:1][C:2]1[CH:11]=[C:10]2[C:5]([C:6](=[O:12])[NH:7][CH:8]=[N:9]2)=[CH:4][C:3]=1[O:13][CH3:14].[C:15](OC(=O)C)(=[O:17])[CH3:16]. The catalyst is N1C=CC=CC=1. The product is [C:15]([O:1][C:2]1[CH:11]=[C:10]2[C:5]([C:6](=[O:12])[NH:7][CH:8]=[N:9]2)=[CH:4][C:3]=1[O:13][CH3:14])(=[O:17])[CH3:16]. The yield is 0.840. (5) The catalyst is C(O)C. The reactants are [Br:1][C:2]1[CH:7]=[CH:6][C:5]([C:8](=O)[CH2:9][N+:10]([O-:12])=[O:11])=[CH:4][CH:3]=1.Cl.[NH2:15][OH:16]. The yield is 0.890. The product is [Br:1][C:2]1[CH:7]=[CH:6][C:5]([C:8](=[N:15][OH:16])[CH2:9][N+:10]([O-:12])=[O:11])=[CH:4][CH:3]=1. (6) The reactants are [CH2:1]([OH:13])[CH2:2][O:3][CH2:4][CH2:5][O:6][CH2:7][CH2:8][O:9][CH2:10][CH2:11][OH:12].N1[CH:19]=[CH:18][CH:17]=[CH:16][CH:15]=1.[O:20]1[CH2:24][CH2:23][CH2:22][CH2:21]1. No catalyst specified. The product is [C:21]([O:12][CH2:11][CH2:10][O:9][CH2:8][CH2:7][O:6][CH2:5][CH2:4][O:3][CH2:2][CH2:1][OH:13])(=[O:20])[CH2:22][CH2:23][CH2:24][CH2:15][CH2:16][CH2:17][CH2:18][CH2:19][C:19]#[C:18][C:17]#[C:16][CH2:15][CH2:19][CH2:18][CH2:17][CH2:16][CH2:15][CH2:15][CH2:16][CH2:17][CH3:18]. The yield is 0.410.